From a dataset of Catalyst prediction with 721,799 reactions and 888 catalyst types from USPTO. Predict which catalyst facilitates the given reaction. (1) Reactant: [ClH:1].[N:2]12[CH2:9][CH2:8][CH:5]([CH2:6][CH2:7]1)[C@@H:4]([NH:10][C:11]([C:13]1[S:14][C:15]3[CH:21]=[C:20](Br)[CH:19]=[CH:18][C:16]=3[CH:17]=1)=[O:12])[CH2:3]2.[CH:23]([C:25]1[CH:30]=[CH:29][C:28](B(O)O)=[CH:27][CH:26]=1)=[O:24].C(=O)([O-])[O-].[Na+].[Na+]. The catalyst class is: 431. Product: [ClH:1].[N:2]12[CH2:9][CH2:8][CH:5]([CH2:6][CH2:7]1)[C@@H:4]([NH:10][C:11]([C:13]1[S:14][C:15]3[CH:21]=[C:20]([C:28]4[CH:29]=[CH:30][C:25]([CH:23]=[O:24])=[CH:26][CH:27]=4)[CH:19]=[CH:18][C:16]=3[CH:17]=1)=[O:12])[CH2:3]2. (2) Reactant: [NH2:1][S:2]([C:5]1[CH:6]=[C:7]([NH:11][C:12]2[C:13]3[CH:32]=[CH:31][N:30](S(C4C=CC(C)=CC=4)(=O)=O)[C:14]=3[N:15]=[C:16]([NH:18][C:19]3[CH:24]=[CH:23][C:22]([N:25]([CH3:29])[C:26](=[O:28])[CH3:27])=[CH:21][CH:20]=3)[N:17]=2)[CH:8]=[CH:9][CH:10]=1)(=[O:4])=[O:3].[OH-].[K+]. Product: [NH2:1][S:2]([C:5]1[CH:6]=[C:7]([NH:11][C:12]2[C:13]3[CH:32]=[CH:31][NH:30][C:14]=3[N:15]=[C:16]([NH:18][C:19]3[CH:20]=[CH:21][C:22]([N:25]([CH3:29])[C:26](=[O:28])[CH3:27])=[CH:23][CH:24]=3)[N:17]=2)[CH:8]=[CH:9][CH:10]=1)(=[O:4])=[O:3]. The catalyst class is: 5. (3) Reactant: [C:1]([O:5][C:6](=[O:16])[NH:7][C@H:8]([C:10](=[O:15])N(OC)C)[CH3:9])([CH3:4])([CH3:3])[CH3:2].C(=O)=O.[CH3:20][C:21]([CH3:23])=O.C1([Mg]Br)CC1.O1CCCC1.[Cl-].[NH4+]. Product: [C:1]([O:5][C:6](=[O:16])[NH:7][C@@H:8]([CH3:9])[C:10]([CH:21]1[CH2:23][CH2:20]1)=[O:15])([CH3:2])([CH3:3])[CH3:4]. The catalyst class is: 7. (4) Reactant: [Cl:1][C:2]1[CH:10]=[CH:9][C:8]2[NH:7][C:6]3[CH2:11][CH2:12][N:13]([CH3:15])[CH2:14][C:5]=3[C:4]=2[C:3]=1[F:16].[F:17][C:18]([F:28])([F:27])[C:19]1[CH:24]=[CH:23][C:22]([CH:25]=[CH2:26])=[CH:21][N:20]=1.[OH-].[K+]. Product: [Cl:1][C:2]1[CH:10]=[CH:9][C:8]2[N:7]([CH2:26][CH2:25][C:22]3[CH:21]=[N:20][C:19]([C:18]([F:28])([F:17])[F:27])=[CH:24][CH:23]=3)[C:6]3[CH2:11][CH2:12][N:13]([CH3:15])[CH2:14][C:5]=3[C:4]=2[C:3]=1[F:16]. The catalyst class is: 37. (5) Reactant: I(O)(=O)(=O)=O.[CH3:6][C@@:7]12[C@:15]3([C:21](CO)=[O:22])[O:16][C:17]([CH3:20])([CH3:19])[O:18][C@@H:14]3[CH2:13][C@H:12]1[C@@H:11]1[CH2:25][C@H:26]([F:35])[C:27]3[C@@:33]([CH3:34])([C@@:10]1([F:36])[C@@H:9](O)[CH2:8]2)[CH:32]=[CH:31][C:29](=[O:30])[CH:28]=3.C(=O)(O)[O-:39].[Na+]. Product: [F:36][C@@:10]12[C@:33]3([CH3:34])[C:27](=[CH:28][C:29](=[O:30])[CH:31]=[CH:32]3)[C@@H:26]([F:35])[CH2:25][C@H:11]1[C@H:12]1[C@:7]([CH3:6])([CH2:8][CH2:9]2)[C@:15]2([C:21]([OH:39])=[O:22])[O:16][C:17]([CH3:19])([CH3:20])[O:18][C@@H:14]2[CH2:13]1. The catalyst class is: 90. (6) Reactant: N1([C:6](N2C=CN=C2)=[O:7])C=CN=C1.N1C=CN=C1.[NH2:18][C:19]1[CH:27]=[C:26]2[C:22]([C:23]([CH3:32])([CH3:31])[CH2:24][N:25]2[C:28](=[O:30])[CH3:29])=[CH:21][CH:20]=1.Cl.CO[C:36](=[O:41])[C:37]([NH2:40])([CH3:39])[CH3:38]. Product: [C:28]([N:25]1[C:26]2[C:22](=[CH:21][CH:20]=[C:19]([N:18]3[C:36](=[O:41])[C:37]([CH3:38])([CH3:39])[NH:40][C:6]3=[O:7])[CH:27]=2)[C:23]([CH3:32])([CH3:31])[CH2:24]1)(=[O:30])[CH3:29]. The catalyst class is: 571.